This data is from NCI-60 drug combinations with 297,098 pairs across 59 cell lines. The task is: Regression. Given two drug SMILES strings and cell line genomic features, predict the synergy score measuring deviation from expected non-interaction effect. (1) Drug 2: C#CCC(CC1=CN=C2C(=N1)C(=NC(=N2)N)N)C3=CC=C(C=C3)C(=O)NC(CCC(=O)O)C(=O)O. Synergy scores: CSS=7.57, Synergy_ZIP=-6.30, Synergy_Bliss=-0.836, Synergy_Loewe=-2.39, Synergy_HSA=0.308. Cell line: EKVX. Drug 1: COC1=CC(=CC(=C1O)OC)C2C3C(COC3=O)C(C4=CC5=C(C=C24)OCO5)OC6C(C(C7C(O6)COC(O7)C8=CC=CS8)O)O. (2) Drug 2: C1=NNC2=C1C(=O)NC=N2. Synergy scores: CSS=45.4, Synergy_ZIP=0.447, Synergy_Bliss=0.338, Synergy_Loewe=-8.69, Synergy_HSA=0.286. Drug 1: C1CN(CCN1C(=O)CCBr)C(=O)CCBr. Cell line: LOX IMVI. (3) Drug 1: CN1C(=O)N2C=NC(=C2N=N1)C(=O)N. Drug 2: CC1=C(C=C(C=C1)NC(=O)C2=CC=C(C=C2)CN3CCN(CC3)C)NC4=NC=CC(=N4)C5=CN=CC=C5. Cell line: EKVX. Synergy scores: CSS=-4.41, Synergy_ZIP=1.94, Synergy_Bliss=-1.32, Synergy_Loewe=-3.17, Synergy_HSA=-6.52. (4) Drug 1: C1CCC(C1)C(CC#N)N2C=C(C=N2)C3=C4C=CNC4=NC=N3. Drug 2: CC1=CC2C(CCC3(C2CCC3(C(=O)C)OC(=O)C)C)C4(C1=CC(=O)CC4)C. Cell line: TK-10. Synergy scores: CSS=5.83, Synergy_ZIP=-0.108, Synergy_Bliss=0.302, Synergy_Loewe=-8.07, Synergy_HSA=-4.04.